This data is from NCI-60 drug combinations with 297,098 pairs across 59 cell lines. The task is: Regression. Given two drug SMILES strings and cell line genomic features, predict the synergy score measuring deviation from expected non-interaction effect. (1) Drug 1: COC1=C(C=C2C(=C1)N=CN=C2NC3=CC(=C(C=C3)F)Cl)OCCCN4CCOCC4. Drug 2: CC1=C(C(CCC1)(C)C)C=CC(=CC=CC(=CC(=O)O)C)C. Cell line: SW-620. Synergy scores: CSS=0.393, Synergy_ZIP=2.26, Synergy_Bliss=-0.477, Synergy_Loewe=-4.74, Synergy_HSA=-4.35. (2) Drug 1: CC12CCC3C(C1CCC2O)C(CC4=C3C=CC(=C4)O)CCCCCCCCCS(=O)CCCC(C(F)(F)F)(F)F. Drug 2: CC1=C(C(=O)C2=C(C1=O)N3CC4C(C3(C2COC(=O)N)OC)N4)N. Cell line: T-47D. Synergy scores: CSS=12.4, Synergy_ZIP=-6.00, Synergy_Bliss=-6.22, Synergy_Loewe=-7.96, Synergy_HSA=-6.09. (3) Drug 1: CC1C(C(CC(O1)OC2CC(CC3=C2C(=C4C(=C3O)C(=O)C5=C(C4=O)C(=CC=C5)OC)O)(C(=O)C)O)N)O.Cl. Drug 2: C1C(C(OC1N2C=C(C(=O)NC2=O)F)CO)O. Cell line: DU-145. Synergy scores: CSS=45.7, Synergy_ZIP=-1.34, Synergy_Bliss=-0.988, Synergy_Loewe=-4.01, Synergy_HSA=2.24.